Dataset: Full USPTO retrosynthesis dataset with 1.9M reactions from patents (1976-2016). Task: Predict the reactants needed to synthesize the given product. (1) Given the product [C:3]12([CH2:13][O:14][C:15]3[C:27]([CH:28]4[CH2:30][CH2:29]4)=[CH:26][C:18]([C:19]([OH:21])=[O:20])=[C:17]([F:31])[CH:16]=3)[CH2:1][CH:4]1[CH2:5][CH2:6][CH2:11][CH2:10]2, predict the reactants needed to synthesize it. The reactants are: [C:1]([C:3]1([CH2:13][O:14][C:15]2[C:27]([CH:28]3[CH2:30][CH2:29]3)=[CH:26][C:18]([C:19]([O:21]C(C)(C)C)=[O:20])=[C:17]([F:31])[CH:16]=2)[CH:10]2[CH2:11][CH:6]3CC(C[CH:4]1[CH2:5]3)C2)#N.C12(COC3C(C4CC4)=CC(C(OC(C)(C)C)=O)=C(F)C=3)CC1CCCC2. (2) Given the product [Cl:8][C:7]1[C:6]([N:10]2[CH2:15][CH2:14][CH:13]([C:16]3[CH:25]=[CH:24][CH:23]=[CH:22][C:17]=3[C:18]([O:20][CH3:21])=[O:19])[CH2:12][CH2:11]2)=[CH:5][N:4]=[N:3][C:2]=1[NH:32][NH2:33], predict the reactants needed to synthesize it. The reactants are: Cl[C:2]1[N:3]=[N:4][CH:5]=[C:6](Cl)[C:7]=1[Cl:8].[NH:10]1[CH2:15][CH2:14][CH:13]([C:16]2[CH:25]=[CH:24][CH:23]=[CH:22][C:17]=2[C:18]([O:20][CH3:21])=[O:19])[CH2:12][CH2:11]1.C(=O)([O-])[O-].[K+].[K+].[NH2:32][NH2:33]. (3) Given the product [C:33]([C:29]1[CH:28]=[C:27]([N:7]2[C:6]3[N:8]=[CH:9][CH:10]=[CH:11][C:5]=3[CH2:4][N:3]([CH2:12][CH:13]3[CH2:14][CH2:15][N:16]([C:19]([O:21][C:22]([CH3:25])([CH3:24])[CH3:23])=[O:20])[CH2:17][CH2:18]3)[C:2]2=[O:1])[CH:32]=[CH:31][N:30]=1)#[N:34], predict the reactants needed to synthesize it. The reactants are: [O:1]=[C:2]1[NH:7][C:6]2[N:8]=[CH:9][CH:10]=[CH:11][C:5]=2[CH2:4][N:3]1[CH2:12][CH:13]1[CH2:18][CH2:17][N:16]([C:19]([O:21][C:22]([CH3:25])([CH3:24])[CH3:23])=[O:20])[CH2:15][CH2:14]1.I[C:27]1[CH:32]=[CH:31][N:30]=[C:29]([C:33]#[N:34])[CH:28]=1.P([O-])([O-])([O-])=O.[K+].[K+].[K+].ClCCl.CO. (4) Given the product [Cl:18][C:19]1[CH:20]=[CH:21][C:22]([C@@H:25]2[CH2:27][C@H:26]2[C:28]([N:9]2[CH2:8][C@H:7]([CH:1]3[CH2:2][CH2:3][CH2:4][CH2:5][CH2:6]3)[NH:12][C:11](=[O:13])[C@@H:10]2[CH2:14][CH:15]([CH3:17])[CH3:16])=[O:29])=[CH:23][CH:24]=1, predict the reactants needed to synthesize it. The reactants are: [CH:1]1([C@@H:7]2[NH:12][C:11](=[O:13])[C@H:10]([CH2:14][CH:15]([CH3:17])[CH3:16])[NH:9][CH2:8]2)[CH2:6][CH2:5][CH2:4][CH2:3][CH2:2]1.[Cl:18][C:19]1[CH:24]=[CH:23][C:22]([C@@H:25]2[CH2:27][C@H:26]2[C:28](O)=[O:29])=[CH:21][CH:20]=1.C([C@@H]1N(C(=O)/C=C/C2C=CC=CC=2)C[C@H](CC(C)C)NC1=O)C(C)C.